From a dataset of NCI-60 drug combinations with 297,098 pairs across 59 cell lines. Regression. Given two drug SMILES strings and cell line genomic features, predict the synergy score measuring deviation from expected non-interaction effect. (1) Drug 1: CN(C(=O)NC(C=O)C(C(C(CO)O)O)O)N=O. Drug 2: C1CCC(C(C1)N)N.C(=O)(C(=O)[O-])[O-].[Pt+4]. Cell line: MDA-MB-231. Synergy scores: CSS=5.06, Synergy_ZIP=-8.30, Synergy_Bliss=-13.4, Synergy_Loewe=-29.0, Synergy_HSA=-10.3. (2) Drug 1: C1=C(C(=O)NC(=O)N1)N(CCCl)CCCl. Drug 2: CNC(=O)C1=NC=CC(=C1)OC2=CC=C(C=C2)NC(=O)NC3=CC(=C(C=C3)Cl)C(F)(F)F. Cell line: OVCAR-5. Synergy scores: CSS=38.4, Synergy_ZIP=-10.2, Synergy_Bliss=-0.0334, Synergy_Loewe=-6.19, Synergy_HSA=-0.399. (3) Drug 1: C1=NC2=C(N1)C(=S)N=C(N2)N. Drug 2: C1CC(=O)NC(=O)C1N2C(=O)C3=CC=CC=C3C2=O. Cell line: SW-620. Synergy scores: CSS=13.7, Synergy_ZIP=-4.60, Synergy_Bliss=-1.78, Synergy_Loewe=-10.6, Synergy_HSA=-1.58. (4) Drug 1: CC1=C(C=C(C=C1)NC2=NC=CC(=N2)N(C)C3=CC4=NN(C(=C4C=C3)C)C)S(=O)(=O)N.Cl. Drug 2: CCN(CC)CCCC(C)NC1=C2C=C(C=CC2=NC3=C1C=CC(=C3)Cl)OC. Cell line: HT29. Synergy scores: CSS=45.8, Synergy_ZIP=7.06, Synergy_Bliss=3.95, Synergy_Loewe=-20.4, Synergy_HSA=1.91.